This data is from Reaction yield outcomes from USPTO patents with 853,638 reactions. The task is: Predict the reaction yield, written as a fraction of the theoretical maximum amount of product (1.0 means a 100% yield; for example, 0.34 means a 34% yield). The reactants are [F:1][C:2]1[CH:3]=[C:4]([C:8]2[N:13]=[CH:12][C:11]([C:14]([NH:16][C@H:17]3[C@H:21]([OH:22])[CH2:20][N:19](C(OC(C)(C)C)=O)[CH2:18]3)=[O:15])=[CH:10][CH:9]=2)[CH:5]=[CH:6][CH:7]=1.Cl. The catalyst is O1CCOCC1.CCOCC. The product is [F:1][C:2]1[CH:3]=[C:4]([C:8]2[CH:9]=[CH:10][C:11]([C:14]([NH:16][C@H:17]3[C@H:21]([OH:22])[CH2:20][NH:19][CH2:18]3)=[O:15])=[CH:12][N:13]=2)[CH:5]=[CH:6][CH:7]=1. The yield is 0.920.